Dataset: Reaction yield outcomes from USPTO patents with 853,638 reactions. Task: Predict the reaction yield, written as a fraction of the theoretical maximum amount of product (1.0 means a 100% yield; for example, 0.34 means a 34% yield). (1) The reactants are [C:1]([O:5][C:6](=[O:22])[N:7]([CH2:11][CH:12]([C:14]1[CH:19]=[CH:18][C:17]([Br:20])=[C:16]([F:21])[CH:15]=1)[OH:13])[CH2:8][CH2:9]O)([CH3:4])([CH3:3])[CH3:2].C(N(CC)CC)C.CS(Cl)(=O)=O. The catalyst is C1COCC1. The product is [C:1]([O:5][C:6]([N:7]1[CH2:8][CH2:9][O:13][CH:12]([C:14]2[CH:19]=[CH:18][C:17]([Br:20])=[C:16]([F:21])[CH:15]=2)[CH2:11]1)=[O:22])([CH3:4])([CH3:3])[CH3:2]. The yield is 0.470. (2) The reactants are [CH2:1]([N:3]1[CH:7]=[CH:6][N:5]=[CH:4]1)[CH3:2].[I:8][CH2:9][CH3:10]. The catalyst is C(OCC)(=O)C. The product is [I-:8].[CH2:1]([N+:3]1[CH:7]=[CH:6][N:5]([CH2:9][CH3:10])[CH:4]=1)[CH3:2]. The yield is 0.770. (3) The reactants are [NH2:1][C:2]1[N:7]=[CH:6][C:5]([C:8]2[CH:16]=[CH:15][C:11]([C:12]([OH:14])=[O:13])=[C:10]([F:17])[C:9]=2[F:18])=[CH:4][N:3]=1.Cl[CH:20]([C:30]1([C:33]2[CH:34]=[C:35]3[C:40](=[CH:41][CH:42]=2)[N:39]=[CH:38][CH:37]=[CH:36]3)[CH2:32][CH2:31]1)[CH:21](N1C(=O)CCC1=O)O. The catalyst is C(O)C. The product is [F:17][C:10]1[C:9]([F:18])=[C:8]([C:5]2[CH:6]=[N:7][C:2]3[N:3]([C:20]([C:30]4([C:33]5[CH:34]=[C:35]6[C:40](=[CH:41][CH:42]=5)[N:39]=[CH:38][CH:37]=[CH:36]6)[CH2:32][CH2:31]4)=[CH:21][N:1]=3)[CH:4]=2)[CH:16]=[CH:15][C:11]=1[C:12]([OH:14])=[O:13]. The yield is 0.400. (4) The reactants are C12(C)C(C)(C)C(CC1)CC2C(Cl)=O.N[CH:15]1[CH2:21][CH2:20][C:19](=[O:22])[NH:18][C:16]1=[O:17].CC[N:25](CC)CC. The catalyst is C(Cl)(Cl)Cl. The product is [NH2:25][N:18]1[C:19](=[O:22])[CH2:20][CH2:21][CH2:15][C:16]1=[O:17]. The yield is 0.600. (5) The reactants are C(N(S(F)(F)[F:7])CC)C.[Br:10][C:11]1[CH:24]=[CH:23][C:14]([O:15][CH:16]2[CH2:20][N:19]([CH3:21])[CH2:18][CH:17]2O)=[C:13]([O:25][CH3:26])[CH:12]=1. The catalyst is ClCCl. The product is [Br:10][C:11]1[CH:24]=[CH:23][C:14]([O:15][C@H:16]2[C@@H:17]([F:7])[CH2:18][N:19]([CH3:21])[CH2:20]2)=[C:13]([O:25][CH3:26])[CH:12]=1. The yield is 0.390.